From a dataset of Catalyst prediction with 721,799 reactions and 888 catalyst types from USPTO. Predict which catalyst facilitates the given reaction. (1) Reactant: [Cl:1][C:2]1[CH:3]=[C:4]([CH:17]=[CH:18][C:19]=1[Cl:20])[O:5][CH:6]1[CH2:11][CH2:10][N:9]([CH2:12][CH2:13][CH:14]2[CH2:16][O:15]2)[CH2:8][CH2:7]1.[NH3:21]. Product: [NH2:21][CH2:16][CH:14]([OH:15])[CH2:13][CH2:12][N:9]1[CH2:10][CH2:11][CH:6]([O:5][C:4]2[CH:17]=[CH:18][C:19]([Cl:20])=[C:2]([Cl:1])[CH:3]=2)[CH2:7][CH2:8]1. The catalyst class is: 5. (2) Reactant: [H-].C([Al+]CC(C)C)C(C)C.C([O:13][C:14](=O)/[CH:15]=[C:16](/[C:18]1[CH:23]=[CH:22][C:21]([C:24]2[N:29]=[CH:28][CH:27]=[CH:26][N:25]=2)=[CH:20][CH:19]=1)\[CH3:17])C. Product: [N:25]1[CH:26]=[CH:27][CH:28]=[N:29][C:24]=1[C:21]1[CH:22]=[CH:23][C:18](/[C:16](/[CH3:17])=[CH:15]/[CH2:14][OH:13])=[CH:19][CH:20]=1. The catalyst class is: 2. (3) Reactant: [N-:1]([S:9]([C:12]([F:15])([F:14])[F:13])(=[O:11])=[O:10])[S:2]([C:5]([F:8])([F:7])[F:6])(=[O:4])=[O:3].[Li+].[Br-].[CH2:18]([N+:20]1[C:24]2[CH:25]=[CH:26][CH:27]=[CH:28][C:23]=2[S:22][C:21]=1[CH3:29])[CH3:19]. Product: [N-:1]([S:2]([C:5]([F:8])([F:6])[F:7])(=[O:4])=[O:3])[S:9]([C:12]([F:15])([F:14])[F:13])(=[O:11])=[O:10].[CH2:18]([N+:20]1[C:24]2[CH:25]=[CH:26][CH:27]=[CH:28][C:23]=2[S:22][C:21]=1[CH3:29])[CH3:19]. The catalyst class is: 6. (4) Reactant: [NH2:1][C:2]1[N:3]([CH2:27][C:28]2[CH:33]=[CH:32][CH:31]=[CH:30][CH:29]=2)[N:4]=[C:5]2[C:10]=1[CH:9]=[CH:8][C:7]([C:11]1[CH:12]=[C:13]([CH:21]3[CH2:26][CH2:25][NH:24][CH2:23][CH2:22]3)[N:14]3[C:19]=1[C:18]([NH2:20])=[N:17][CH:16]=[N:15]3)=[CH:6]2.[C:34](O)(=O)[CH3:35].[C:38]([BH3-])#N.[Na+].C([O-])(O)=O.[Na+]. Product: [NH2:1][C:2]1[N:3]([CH2:27][C:28]2[CH:33]=[CH:32][CH:31]=[CH:30][CH:29]=2)[N:4]=[C:5]2[C:10]=1[CH:9]=[CH:8][C:7]([C:11]1[CH:12]=[C:13]([CH:21]3[CH2:26][CH2:25][N:24]([CH:35]4[CH2:34][CH2:38]4)[CH2:23][CH2:22]3)[N:14]3[C:19]=1[C:18]([NH2:20])=[N:17][CH:16]=[N:15]3)=[CH:6]2. The catalyst class is: 5.